This data is from Forward reaction prediction with 1.9M reactions from USPTO patents (1976-2016). The task is: Predict the product of the given reaction. (1) Given the reactants [Cl:1][C:2]1[CH:8]=[CH:7][CH:6]=[CH:5][C:3]=1[NH2:4].C[Al](C)C.[CH3:13][S:14]([C:17]1[CH:18]=[CH:19][C:20]([C:23](OC)=[O:24])=[N:21][CH:22]=1)(=[O:16])=[O:15].Cl, predict the reaction product. The product is: [Cl:1][C:2]1[CH:8]=[CH:7][CH:6]=[CH:5][C:3]=1[NH:4][C:23](=[O:24])[C:20]1[CH:19]=[CH:18][C:17]([S:14]([CH3:13])(=[O:16])=[O:15])=[CH:22][N:21]=1. (2) Given the reactants CO[C:3](=[O:14])[CH2:4][C:5]1[CH:10]=[C:9]([O:11][CH3:12])[CH:8]=[CH:7][C:6]=1[Cl:13].[H-].[CH2:16]([Al+]CC(C)C)C(C)C.CO.C(C(C(C([O-])=O)O)O)([O-])=O.[Na+].[K+], predict the reaction product. The product is: [Cl:13][C:6]1[CH:7]=[CH:8][C:9]([O:11][CH3:12])=[CH:10][C:5]=1[CH:4]([CH3:16])[CH:3]=[O:14]. (3) Given the reactants Cl[CH2:2][C:3]([NH:5][C:6]1[CH:11]=[CH:10][C:9]([N:12]2[C:16]([CH:17]3[CH2:19][CH2:18]3)=[CH:15][C:14]([C:20]([F:23])([F:22])[F:21])=[N:13]2)=[CH:8][CH:7]=1)=[O:4].[NH:24]1[C:28]2[CH:29]=[CH:30][CH:31]=[CH:32][C:27]=2[N:26]=[N:25]1.[H-].[Na+].O, predict the reaction product. The product is: [N:24]1([CH2:2][C:3]([NH:5][C:6]2[CH:11]=[CH:10][C:9]([N:12]3[C:16]([CH:17]4[CH2:19][CH2:18]4)=[CH:15][C:14]([C:20]([F:23])([F:22])[F:21])=[N:13]3)=[CH:8][CH:7]=2)=[O:4])[C:28]2[CH:29]=[CH:30][CH:31]=[CH:32][C:27]=2[N:26]=[N:25]1. (4) The product is: [CH2:56]([O:63][C:37](=[O:46])[NH:34][C:10]1[C:11]([CH3:12])=[C:5]2[C:4]([NH:16][C:17]3[CH:18]=[CH:19][C:20]([O:23][C:24]4[CH:29]=[CH:28][CH:27]=[CH:26][C:25]=4[O:30][CH3:31])=[CH:21][CH:22]=3)=[C:3]([C:1]#[N:2])[CH:8]=[N:7][N:6]2[CH:9]=1)[C:57]1[CH:62]=[CH:61][CH:60]=[CH:59][CH:58]=1. Given the reactants [C:1]([C:3]1[CH:8]=[N:7][N:6]2[CH:9]=[C:10](C(O)=O)[C:11]([CH3:12])=[C:5]2[C:4]=1[NH:16][C:17]1[CH:22]=[CH:21][C:20]([O:23][C:24]2[CH:29]=[CH:28][CH:27]=[CH:26][C:25]=2[O:30][CH3:31])=[CH:19][CH:18]=1)#[N:2].CC[N:34]([CH2:37]C)CC.C1C=CC(P(N=[N+]=[N-])(C2C=CC=CC=2)=[O:46])=CC=1.[CH2:56]([OH:63])[C:57]1[CH:62]=[CH:61][CH:60]=[CH:59][CH:58]=1, predict the reaction product. (5) Given the reactants [C:1]([NH:4][CH2:5][C:6]([OH:8])=O)(=[O:3])[CH3:2].Cl.[C:10]1([CH:16]2[C:21](=[O:22])[CH2:20][CH2:19][NH:18][CH2:17]2)[CH:15]=[CH:14][CH:13]=[CH:12][CH:11]=1.CCN=C=NCCCN(C)C.Cl.Cl, predict the reaction product. The product is: [O:8]=[C:6]([N:18]1[CH2:19][CH2:20][C:21](=[O:22])[CH:16]([C:10]2[CH:15]=[CH:14][CH:13]=[CH:12][CH:11]=2)[CH2:17]1)[CH2:5][NH:4][C:1](=[O:3])[CH3:2]. (6) Given the reactants [F:1][C:2]([F:23])([F:22])[S:3]([NH:6][CH2:7][CH2:8][CH2:9][CH2:10][NH:11][CH2:12][C:13]1[N:18]2[CH:19]=[CH:20][N:21]=[C:17]2[CH:16]=[CH:15][CH:14]=1)(=[O:5])=[O:4].[CH2:24]=O, predict the reaction product. The product is: [F:23][C:2]([F:1])([F:22])[S:3]([NH:6][CH2:7][CH2:8][CH2:9][CH2:10][N:11]1[CH2:12][C:13]2[N:18]3[C:19](=[CH:20][N:21]=[C:17]3[CH:16]=[CH:15][CH:14]=2)[CH2:24]1)(=[O:5])=[O:4]. (7) Given the reactants [CH2:1]([C:8]1[CH:29]=[C:28]([O:30][CH3:31])[C:11]2[N:12]([CH2:24][CH2:25][O:26][CH3:27])[C:13]([C:15]3[CH:20]=[CH:19][C:18]([CH:21]([CH3:23])[CH3:22])=[CH:17][CH:16]=3)=[N:14][C:10]=2[C:9]=1I)[C:2]1[CH:7]=[CH:6][CH:5]=[CH:4][CH:3]=1.[CH2:33]([Sn](CCCC)(CCCC)C=C)[CH2:34]CC, predict the reaction product. The product is: [CH2:1]([C:8]1[CH:29]=[C:28]([O:30][CH3:31])[C:11]2[N:12]([CH2:24][CH2:25][O:26][CH3:27])[C:13]([C:15]3[CH:20]=[CH:19][C:18]([CH:21]([CH3:23])[CH3:22])=[CH:17][CH:16]=3)=[N:14][C:10]=2[C:9]=1[CH:33]=[CH2:34])[C:2]1[CH:7]=[CH:6][CH:5]=[CH:4][CH:3]=1.